Task: Predict the reactants needed to synthesize the given product.. Dataset: Full USPTO retrosynthesis dataset with 1.9M reactions from patents (1976-2016) (1) Given the product [CH:1]1([N:4]2[C:13]3[C:8](=[CH:9][C:10]([OH:16])=[C:11]([OH:14])[CH:12]=3)[C:7](=[O:18])[C:6]([C:19]([OH:21])=[O:20])=[CH:5]2)[CH2:2][CH2:3]1, predict the reactants needed to synthesize it. The reactants are: [CH:1]1([N:4]2[C:13]3[C:8](=[CH:9][C:10]([O:16]C)=[C:11]([O:14]C)[CH:12]=3)[C:7](=[O:18])[C:6]([C:19]([OH:21])=[O:20])=[CH:5]2)[CH2:3][CH2:2]1.B(Br)(Br)Br. (2) Given the product [CH2:18]1[C:14]2([CH2:10][CH2:11][N:12]([C:2]3[N:7]=[C:6]([NH2:8])[CH:5]=[CH:4][N:3]=3)[CH2:13]2)[CH2:15][CH2:16][O:17]1, predict the reactants needed to synthesize it. The reactants are: Cl[C:2]1[N:7]=[C:6]([NH2:8])[CH:5]=[CH:4][N:3]=1.Cl.[CH2:10]1[C:14]2([CH2:18][O:17][CH2:16][CH2:15]2)[CH2:13][NH:12][CH2:11]1.C(=O)([O-])[O-].[Cs+].[Cs+].CN(C)C=O. (3) Given the product [CH:1]1([N:5]2[CH2:10][CH2:9][CH:8]([O:11][C:12]3[C:17]([F:18])=[CH:16][C:15]([C:19]4[CH:20]=[CH:21][C:22](=[O:25])[NH:23][N:24]=4)=[CH:14][C:13]=3[F:26])[CH2:7][CH2:6]2)[CH2:2][CH2:3][CH2:4]1, predict the reactants needed to synthesize it. The reactants are: [CH:1]1([N:5]2[CH2:10][CH2:9][CH:8]([O:11][C:12]3[C:17]([F:18])=[CH:16][C:15]([C:19]4[CH2:20][CH2:21][C:22](=[O:25])[NH:23][N:24]=4)=[CH:14][C:13]=3[F:26])[CH2:7][CH2:6]2)[CH2:4][CH2:3][CH2:2]1.C(=O)([O-])[O-].[Cs+].[Cs+]. (4) Given the product [OH:42][C@H:34]1[CH2:35][C:36]2[C:41](=[CH:40][CH:39]=[CH:38][CH:37]=2)[C@H:33]1[NH:32][C:118]([C@@H:113]([NH:112][C:111]([N:88]1[CH2:89][C@H:90]([O:92][C:93]2[C:102]3[C:97](=[CH:98][C:99]([O:103][CH3:104])=[CH:100][CH:101]=3)[N:96]=[C:95]([C:105]3[CH:106]=[CH:107][CH:108]=[CH:109][CH:110]=3)[CH:94]=2)[CH2:91][C@H:87]1[C:85]([NH:84][C@:79]1([C:77]([OH:78])=[O:76])[CH2:81][C@H:80]1[CH:82]=[CH2:83])=[O:86])=[O:131])[CH:114]([CH3:116])[CH3:115])=[O:130], predict the reactants needed to synthesize it. The reactants are: C(OC(N[C@@H](C(C)C)C(O)=O)=O)(C)(C)C.C(OC(NC(C(C)(C)C)C(O)=O)=O)(C)(C)C.[NH2:32][C@@H:33]1[C:41]2[C:36](=[CH:37][CH:38]=[CH:39][CH:40]=2)[CH2:35][C@@H:34]1[OH:42].C(OC(=O)NC(C(=O)NC1C2C(=CC=CC=2)CC1O)C(C)(C)C)(C)(C)C.ClNC(=O)[O-].C([O:76][C:77]([C:79]1([NH:84][C:85]([CH:87]2[CH2:91][CH:90]([O:92][C:93]3[C:102]4[C:97](=[CH:98][C:99]([O:103][CH3:104])=[CH:100][CH:101]=4)[N:96]=[C:95]([C:105]4[CH:110]=[CH:109][CH:108]=[CH:107][CH:106]=4)[CH:94]=3)[CH2:89][N:88]2[C:111](=[O:131])[NH:112][CH:113]([C:118](=[O:130])NC2C3C(=CC=CC=3)CC2O)[C:114](C)([CH3:116])[CH3:115])=[O:86])[CH2:81][CH:80]1[CH:82]=[CH2:83])=[O:78])C. (5) Given the product [C:14]([O:13][C:11]([N:6]1[CH2:7][CH2:8][CH2:9][CH2:10][C@@H:5]1[CH:3]=[O:2])=[O:12])([CH3:17])([CH3:16])[CH3:15], predict the reactants needed to synthesize it. The reactants are: C[O:2][C:3]([C@H:5]1[CH2:10][CH2:9][CH2:8][CH2:7][N:6]1[C:11]([O:13][C:14]([CH3:17])([CH3:16])[CH3:15])=[O:12])=O.CC(C[AlH]CC(C)C)C.CO.C(O)(=O)CC(CC(O)=O)(C(O)=O)O. (6) Given the product [NH2:25][C:26]1[C:27]([C:36]([NH:40][C@@H:41]([CH:46]2[CH2:51][CH2:50][CH2:49][CH2:48][CH2:47]2)[C:42]([O:44][CH3:45])=[O:43])=[O:38])=[CH:28][C:29]2[C:34]([CH:35]=1)=[CH:33][CH:32]=[CH:31][CH:30]=2, predict the reactants needed to synthesize it. The reactants are: CN(C(ON1N=NC2C=CC=NC1=2)=[N+](C)C)C.F[P-](F)(F)(F)(F)F.[NH2:25][C:26]1[C:27]([C:36]([OH:38])=O)=[CH:28][C:29]2[C:34]([CH:35]=1)=[CH:33][CH:32]=[CH:31][CH:30]=2.Cl.[NH2:40][C@@H:41]([CH:46]1[CH2:51][CH2:50][CH2:49][CH2:48][CH2:47]1)[C:42]([O:44][CH3:45])=[O:43].C(N(C(C)C)CC)(C)C.